Dataset: Full USPTO retrosynthesis dataset with 1.9M reactions from patents (1976-2016). Task: Predict the reactants needed to synthesize the given product. Given the product [C:18]12([CH2:28][NH:29][C:42]([C:2]3[C:3]4[CH:4]=[CH:5][N:6]([C@H:13]([C:14](=[O:15])[NH2:16])[CH3:17])[C:7](=[O:12])[C:8]=4[CH:9]=[CH:10][CH:11]=3)=[O:41])[CH2:25][CH:24]3[CH2:23][CH:22]([CH2:21][CH:20]([CH2:26]3)[CH2:19]1)[CH2:27]2, predict the reactants needed to synthesize it. The reactants are: I[C:2]1[CH:11]=[CH:10][CH:9]=[C:8]2[C:3]=1[CH:4]=[CH:5][N:6]([C@@H:13]([CH3:17])[C:14]([NH2:16])=[O:15])[C:7]2=[O:12].[C:18]12([CH2:28][NH2:29])[CH2:27][CH:22]3[CH2:23][CH:24]([CH2:26][CH:20]([CH2:21]3)[CH2:19]1)[CH2:25]2.N12CCCN=C1CCCCC2.[O:41]1CCOC[CH2:42]1.